This data is from Reaction yield outcomes from USPTO patents with 853,638 reactions. The task is: Predict the reaction yield, written as a fraction of the theoretical maximum amount of product (1.0 means a 100% yield; for example, 0.34 means a 34% yield). (1) The reactants are [Si]([O:8][CH2:9][C:10]1[CH:11]=[C:12]([C:19]2[S:23][C:22]([C@@:24]3([OH:36])[CH2:29][CH2:28][C@H:27]([C:30]([O:32][CH3:33])=[O:31])[C:26]([CH3:35])([CH3:34])[CH2:25]3)=[N:21][CH:20]=2)[CH:13]=[C:14]([N+:16]([O-:18])=[O:17])[CH:15]=1)(C(C)(C)C)(C)C.F.F.F.C(N(CC)CC)C. The catalyst is C(#N)C. The product is [OH:36][C@:24]1([C:22]2[S:23][C:19]([C:12]3[CH:13]=[C:14]([N+:16]([O-:18])=[O:17])[CH:15]=[C:10]([CH2:9][OH:8])[CH:11]=3)=[CH:20][N:21]=2)[CH2:29][CH2:28][C@H:27]([C:30]([O:32][CH3:33])=[O:31])[C:26]([CH3:35])([CH3:34])[CH2:25]1. The yield is 0.960. (2) The reactants are [Br:1][C:2]1[CH:7]=[CH:6][C:5]([N:8]=[C:9]=S)=[CH:4][CH:3]=1.[NH2:11][C:12]1[CH:17]=[CH:16][CH:15]=[C:14]([CH:18]([CH3:20])[CH3:19])[C:13]=1[OH:21].C(N(CC)CC)C. The catalyst is O1CCCC1.S([O-])([O-])(=O)=O.[Cu+2]. The product is [Br:1][C:2]1[CH:7]=[CH:6][C:5]([NH:8][C:9]2[O:21][C:13]3[C:14]([CH:18]([CH3:20])[CH3:19])=[CH:15][CH:16]=[CH:17][C:12]=3[N:11]=2)=[CH:4][CH:3]=1. The yield is 0.910. (3) The reactants are [Na].[C:2]([NH:5][CH:6]([C:12]([O:14][CH2:15][CH3:16])=[O:13])[C:7]([O:9][CH2:10][CH3:11])=[O:8])(=[O:4])[CH3:3].Cl.[N:18]1[CH:23]=[CH:22][CH:21]=[C:20]([CH2:24]Cl)[CH:19]=1. The catalyst is CCO. The product is [N:18]1[CH:23]=[CH:22][CH:21]=[C:20]([CH2:24][C:6]([NH:5][C:2](=[O:4])[CH3:3])([C:12]([O:14][CH2:15][CH3:16])=[O:13])[C:7]([O:9][CH2:10][CH3:11])=[O:8])[CH:19]=1. The yield is 0.300.